This data is from Catalyst prediction with 721,799 reactions and 888 catalyst types from USPTO. The task is: Predict which catalyst facilitates the given reaction. (1) Reactant: Br[C:2]([C:8]1[CH:13]=[CH:12][CH:11]=[CH:10][CH:9]=1)([CH3:7])[C:3]([O:5][CH3:6])=[O:4].[NH:14]1[CH2:19][CH2:18][S:17][CH2:16][CH2:15]1.C(N(CC)CC)C.O. Product: [C:8]1([C:2]([N:14]2[CH2:19][CH2:18][S:17][CH2:16][CH2:15]2)([CH3:7])[C:3]([O:5][CH3:6])=[O:4])[CH:13]=[CH:12][CH:11]=[CH:10][CH:9]=1. The catalyst class is: 10. (2) Reactant: Cl[C:2]1[N:7]=[CH:6][C:5]2[C:8]([NH2:30])=[N:9][N:10]([C:11]([C:24]3[CH:29]=[CH:28][CH:27]=[CH:26][CH:25]=3)([C:18]3[CH:23]=[CH:22][CH:21]=[CH:20][CH:19]=3)[C:12]3[CH:17]=[CH:16][CH:15]=[CH:14][CH:13]=3)[C:4]=2[CH:3]=1.[C:31]1([C@H:37]([NH:39][C:40]([NH2:42])=[O:41])[CH3:38])[CH:36]=[CH:35][CH:34]=[CH:33][CH:32]=1.C(=O)([O-])[O-].[Cs+].[Cs+]. Product: [NH2:30][C:8]1[C:5]2[CH:6]=[N:7][C:2]([NH:42][C:40]([NH:39][C@@H:37]([C:31]3[CH:36]=[CH:35][CH:34]=[CH:33][CH:32]=3)[CH3:38])=[O:41])=[CH:3][C:4]=2[N:10]([C:11]([C:18]2[CH:19]=[CH:20][CH:21]=[CH:22][CH:23]=2)([C:12]2[CH:17]=[CH:16][CH:15]=[CH:14][CH:13]=2)[C:24]2[CH:29]=[CH:28][CH:27]=[CH:26][CH:25]=2)[N:9]=1. The catalyst class is: 12. (3) Reactant: [NH2:1][C:2]1[C:3]([CH3:25])=[C:4]([CH:22]=[CH:23][CH:24]=1)[C:5]([NH:7][CH2:8][CH:9]([OH:21])[CH2:10][N:11]1[CH2:20][CH2:19][C:18]2[C:13](=[CH:14][CH:15]=[CH:16][CH:17]=2)[CH2:12]1)=[O:6].CC(O)=O.[O:30]1[CH2:35][CH2:34][C:33](=O)[CH2:32][CH2:31]1.[BH3-]C#N.[Na+]. Product: [CH2:12]1[C:13]2[C:18](=[CH:17][CH:16]=[CH:15][CH:14]=2)[CH2:19][CH2:20][N:11]1[CH2:10][CH:9]([OH:21])[CH2:8][NH:7][C:5](=[O:6])[C:4]1[CH:22]=[CH:23][CH:24]=[C:2]([NH:1][CH:33]2[CH2:34][CH2:35][O:30][CH2:31][CH2:32]2)[C:3]=1[CH3:25]. The catalyst class is: 5. (4) Reactant: [CH2:1]([O:8][C:9]([N:11]1[CH2:17][CH2:16][CH2:15][CH:14]([NH:18][C:19](=[O:41])[CH:20]([NH:32][C:33]([N:35]2[CH2:40][CH2:39][O:38][CH2:37][CH2:36]2)=[O:34])[CH2:21][S:22]([CH2:25][C:26]2[CH:31]=[CH:30][CH:29]=[CH:28][CH:27]=2)(=[O:24])=[O:23])[CH:13]([OH:42])[CH2:12]1)=[O:10])[C:2]1[CH:7]=[CH:6][CH:5]=[CH:4][CH:3]=1.C(N(CC)CC)C. Product: [CH2:1]([O:8][C:9]([N:11]1[CH2:17][CH2:16][CH2:15][CH:14]([NH:18][C:19](=[O:41])[CH:20]([NH:32][C:33]([N:35]2[CH2:40][CH2:39][O:38][CH2:37][CH2:36]2)=[O:34])[CH2:21][S:22]([CH2:25][C:26]2[CH:27]=[CH:28][CH:29]=[CH:30][CH:31]=2)(=[O:24])=[O:23])[C:13](=[O:42])[CH2:12]1)=[O:10])[C:2]1[CH:3]=[CH:4][CH:5]=[CH:6][CH:7]=1. The catalyst class is: 16. (5) The catalyst class is: 81. Reactant: [CH2:1]([NH2:3])[CH3:2].Cl[SiH:5]1[N:9]([C:10]([CH3:17])([CH3:16])[CH2:11][C:12]([CH3:15])([CH3:14])[CH3:13])[CH:8]=[CH:7][N:6]1[C:18]([CH3:25])([CH3:24])[CH2:19][C:20]([CH3:23])([CH3:22])[CH3:21]. Product: [CH3:24][C:18]([N:6]1[CH:7]=[CH:8][N:9]([C:10]([CH3:17])([CH3:16])[CH2:11][C:12]([CH3:15])([CH3:14])[CH3:13])[SiH:5]1[NH:3][CH2:1][CH3:2])([CH3:25])[CH2:19][C:20]([CH3:23])([CH3:22])[CH3:21]. (6) Reactant: [CH3:1][O:2][C:3](=[O:42])[C@@H:4]([NH:32][C@H:33]([C:36]1[CH:41]=[CH:40][CH:39]=[CH:38][CH:37]=1)[CH2:34][CH3:35])[CH2:5][C:6]1[CH:31]=[CH:30][C:9]2[O:10][C@H:11]([C:14]3[CH:19]=[CH:18][C:17]([O:20][CH2:21][C:22]4[CH:27]=[CH:26][C:25]([Cl:28])=[C:24]([Cl:29])[CH:23]=4)=[CH:16][CH:15]=3)[CH2:12][O:13][C:8]=2[CH:7]=1.C=O.F[C:46](F)(F)C(O)=O. Product: [CH3:1][O:2][C:3]([C@@H:4]1[CH2:5][C:6]2[CH:7]=[C:8]3[O:13][CH2:12][C@@H:11]([C:14]4[CH:15]=[CH:16][C:17]([O:20][CH2:21][C:22]5[CH:27]=[CH:26][C:25]([Cl:28])=[C:24]([Cl:29])[CH:23]=5)=[CH:18][CH:19]=4)[O:10][C:9]3=[CH:30][C:31]=2[CH2:46][N:32]1[C@H:33]([C:36]1[CH:37]=[CH:38][CH:39]=[CH:40][CH:41]=1)[CH2:34][CH3:35])=[O:42]. The catalyst class is: 225. (7) Reactant: [Br:1][CH:2]1[CH2:6][N:5]([S:7]([C:10]2[CH:15]=[CH:14][C:13]([CH3:16])=[CH:12][CH:11]=2)(=[O:9])=[O:8])[CH2:4][CH:3]1[OH:17].CC(OI1(OC(C)=O)(OC(C)=O)OC(=O)C2C1=CC=CC=2)=O.S(=O)(O)[O-].[Na+]. Product: [Br:1][CH:2]1[CH2:6][N:5]([S:7]([C:10]2[CH:11]=[CH:12][C:13]([CH3:16])=[CH:14][CH:15]=2)(=[O:9])=[O:8])[CH2:4][C:3]1=[O:17]. The catalyst class is: 4. (8) The catalyst class is: 1. Product: [CH2:1]([N:8]1[CH2:13][CH2:12][C:11]([C:24]2[CH:25]=[CH:26][CH:27]=[CH:28][C:23]=2[O:22][CH2:15][C:16]2[CH:17]=[CH:18][CH:19]=[CH:20][CH:21]=2)([OH:14])[CH2:10][CH2:9]1)[C:2]1[CH:3]=[CH:4][CH:5]=[CH:6][CH:7]=1. Reactant: [CH2:1]([N:8]1[CH2:13][CH2:12][C:11](=[O:14])[CH2:10][CH2:9]1)[C:2]1[CH:7]=[CH:6][CH:5]=[CH:4][CH:3]=1.[CH2:15]([O:22][C:23]1[CH:28]=[CH:27][CH:26]=[CH:25][C:24]=1[Mg]Br)[C:16]1[CH:21]=[CH:20][CH:19]=[CH:18][CH:17]=1.Cl.[OH-].[Na+]. (9) Product: [CH3:1][C@:2]12[C@@:19]3([CH3:20])[C@@H:10]([C@:11]4([CH3:36])[C@@H:16]([CH2:17][CH2:18]3)[C:15]([CH3:21])([CH3:22])[C:14]([C:23]3[CH:35]=[CH:34][C:26]([C:27]([OH:29])=[O:28])=[CH:25][CH:24]=3)=[CH:13][CH2:12]4)[CH2:9][CH2:8][C@@H:7]1[C@H:6]1[C@H:37]([C:40]([CH3:42])=[CH2:41])[CH2:38][CH2:39][C@:5]1([CH2:43][NH:44][CH2:45][CH2:46][CH2:47][N:48]1[CH2:49][CH2:50][O:51][CH2:52][CH2:53]1)[CH2:4][CH2:3]2. Reactant: [CH3:1][C@:2]12[C@@:19]3([CH3:20])[C@@H:10]([C@:11]4([CH3:36])[C@@H:16]([CH2:17][CH2:18]3)[C:15]([CH3:22])([CH3:21])[C:14]([C:23]3[CH:35]=[CH:34][C:26]([C:27]([O:29]C(C)(C)C)=[O:28])=[CH:25][CH:24]=3)=[CH:13][CH2:12]4)[CH2:9][CH2:8][C@@H:7]1[C@H:6]1[C@H:37]([C:40]([CH3:42])=[CH2:41])[CH2:38][CH2:39][C@:5]1([CH2:43][NH:44][CH2:45][CH2:46][CH2:47][N:48]1[CH2:53][CH2:52][O:51][CH2:50][CH2:49]1)[CH2:4][CH2:3]2.C(O)(C(F)(F)F)=O. The catalyst class is: 2.